From a dataset of Forward reaction prediction with 1.9M reactions from USPTO patents (1976-2016). Predict the product of the given reaction. Given the reactants [NH2:1][C:2]1[C:7]([C:8]2[CH:26]=[CH:25][C:11]([C:12]([NH:14][C@@H:15]([C:18]3[CH:23]=[CH:22][CH:21]=[C:20]([Cl:24])[CH:19]=3)[CH2:16][OH:17])=[O:13])=[C:10]([F:27])[CH:9]=2)=[CH:6][C:5]([C@H:28]2[CH2:32][C@@H:31]([CH2:33][OH:34])[NH:30][CH2:29]2)=[CH:4][N:3]=1.C(=O)([O-])[O-].[Cs+].[Cs+].[N:41]#[C:42]Br, predict the reaction product. The product is: [NH2:1][C:2]1[C:7]([C:8]2[CH:26]=[CH:25][C:11]([C:12]([NH:14][C@@H:15]([C:18]3[CH:23]=[CH:22][CH:21]=[C:20]([Cl:24])[CH:19]=3)[CH2:16][OH:17])=[O:13])=[C:10]([F:27])[CH:9]=2)=[CH:6][C:5]([C@@H:28]2[CH2:29][N:30]3[C:42](=[NH:41])[O:34][CH2:33][C@@H:31]3[CH2:32]2)=[CH:4][N:3]=1.